This data is from Full USPTO retrosynthesis dataset with 1.9M reactions from patents (1976-2016). The task is: Predict the reactants needed to synthesize the given product. The reactants are: [F:1][C:2]1[CH:7]=[C:6](B2OC(C)(C)C(C)(C)O2)[CH:5]=[CH:4][C:3]=1[C:17]1[N:18]=[CH:19][C:20]([NH2:23])=[N:21][CH:22]=1.Br[C:25]1[CH:30]=[CH:29][CH:28]=[CH:27][C:26]=1[S:31]([N:34]1[CH2:39][CH2:38][CH:37]([C:40]#[N:41])[CH2:36][CH2:35]1)(=[O:33])=[O:32]. Given the product [NH2:23][C:20]1[N:21]=[CH:22][C:17]([C:3]2[CH:4]=[CH:5][C:6]([C:25]3[CH:30]=[CH:29][CH:28]=[CH:27][C:26]=3[S:31]([N:34]3[CH2:35][CH2:36][CH:37]([C:40]#[N:41])[CH2:38][CH2:39]3)(=[O:32])=[O:33])=[CH:7][C:2]=2[F:1])=[N:18][CH:19]=1, predict the reactants needed to synthesize it.